Binary Classification. Given a miRNA mature sequence and a target amino acid sequence, predict their likelihood of interaction. From a dataset of Experimentally validated miRNA-target interactions with 360,000+ pairs, plus equal number of negative samples. (1) The miRNA is mmu-miR-223-3p with sequence UGUCAGUUUGUCAAAUACCCCA. The protein sequence of the target gene is MSTASSSSSQTPHSAPQRMRRSTAGSPPAAAGSGTGPAGSCAPAAGAGRLLQPIRATVPYQLLRGSQHSPTRPAAAATAAAALGSLSGPGGARGPSPSSPTPPPAAAPAEQAPRAKGRPRRSPESRRRSSSPERRSPGSPVCRVDRPKSQHIRTSSTIRRTSSLDTITGPYLTGQWPRDPHVHYPSCMRDKATQTPSCWAEEGAEKRSHQRSASWGSADQLKEIAKLRQQLQRSKQSSRHSKEKDRQSPLHGNHITISHTQAIGSRSVPMPLSNISVPKSSVSRVPCNVEGISPELEKVF.... Result: 1 (interaction). (2) The miRNA is hsa-miR-4781-3p with sequence AAUGUUGGAAUCCUCGCUAGAG. The protein sequence of the target gene is MAGSEQQRPRRRDDGDSDAAAAAAAPLQDAELALAGINMLLNNGFRESDQLFKQYRNHSPLMSFGASFVSFLNAMMTFEEEKMQLACDDLKTTEKLCESEEAGVIETIKNKIKKNVDVRKSAPSMVDRLQRQIIIADCQVYLAVLSFVKQELSAYIKGGWILRKAWKIYNKCYLDINALQELYQKKLTEESLTSDAANDNHIVAEGVSEESLNRLKGAVSFGYGLFHLCISMVPPNLLKIINLLGFPGDRLQGLSSLMYASESKDMKAPLATLALLWYHTVVRPFFALDGSDNKAGLDEA.... Result: 0 (no interaction).